This data is from Forward reaction prediction with 1.9M reactions from USPTO patents (1976-2016). The task is: Predict the product of the given reaction. (1) Given the reactants [CH2:1]([O:8][CH:9]1[CH2:14][CH2:13][N:12]([CH2:15][CH2:16][CH2:17][C:18](OCC)=[O:19])[CH2:11][CH2:10]1)[C:2]1[CH:7]=[CH:6][CH:5]=[CH:4][CH:3]=1.O, predict the reaction product. The product is: [CH2:1]([O:8][CH:9]1[CH2:14][CH2:13][N:12]([CH2:15][CH2:16][CH2:17][CH2:18][OH:19])[CH2:11][CH2:10]1)[C:2]1[CH:3]=[CH:4][CH:5]=[CH:6][CH:7]=1. (2) Given the reactants C[O:2][C:3](=O)[C:4]([NH2:13])([C:6]1[CH:11]=[CH:10][CH:9]=[C:8]([Br:12])[CH:7]=1)[CH3:5].[H-].[Al+3].[Li+].[H-].[H-].[H-].O.[OH-].[Na+], predict the reaction product. The product is: [NH2:13][C:4]([C:6]1[CH:11]=[CH:10][CH:9]=[C:8]([Br:12])[CH:7]=1)([CH3:5])[CH2:3][OH:2]. (3) Given the reactants Br[C:2]1[C:3]([O:8][C:9]2[CH:14]=[CH:13][C:12]([NH:15][C:16]3[S:17][C:18]4[CH:24]=[CH:23][CH:22]=[CH:21][C:19]=4[N:20]=3)=[CH:11][CH:10]=2)=[N:4][CH:5]=[CH:6][CH:7]=1.[C:25]([O:29][C:30]([N:32]1[CH2:37][CH:36]=[C:35](B(O)O)[CH2:34][CH2:33]1)=[O:31])([CH3:28])([CH3:27])[CH3:26].C(=O)([O-])[O-].[Na+].[Na+], predict the reaction product. The product is: [S:17]1[C:18]2[CH:24]=[CH:23][CH:22]=[CH:21][C:19]=2[N:20]=[C:16]1[NH:15][C:12]1[CH:13]=[CH:14][C:9]([O:8][C:3]2[C:2]([C:35]3[CH2:36][CH2:37][N:32]([C:30]([O:29][C:25]([CH3:28])([CH3:27])[CH3:26])=[O:31])[CH2:33][CH:34]=3)=[CH:7][CH:6]=[CH:5][N:4]=2)=[CH:10][CH:11]=1. (4) Given the reactants [CH3:1][S:2]([NH:5][C:6]1[CH:12]=[CH:11][C:9]([NH2:10])=[C:8]([O:13][CH3:14])[CH:7]=1)(=[O:4])=[O:3].[ClH:15].[Cl:16][C:17]1[C:18]2[C:23]([N:24]=[C:25]3[C:30]=1[CH:29]=[C:28]([I:31])[CH:27]=[C:26]3[C:32]([NH:34][CH2:35][CH2:36][N:37]([CH2:40][CH3:41])[CH2:38][CH3:39])=[O:33])=[CH:22][CH:21]=[CH:20][CH:19]=2.[Na+].C(=O)([O-])[O-].[Na+], predict the reaction product. The product is: [ClH:16].[ClH:15].[CH2:40]([N:37]([CH2:38][CH3:39])[CH2:36][CH2:35][NH:34][C:32]([C:26]1[C:25]2[C:30](=[C:17]([NH:10][C:9]3[CH:11]=[CH:12][C:6]([NH:5][S:2]([CH3:1])(=[O:4])=[O:3])=[CH:7][C:8]=3[O:13][CH3:14])[C:18]3[C:23]([N:24]=2)=[CH:22][CH:21]=[CH:20][CH:19]=3)[CH:29]=[C:28]([I:31])[CH:27]=1)=[O:33])[CH3:41]. (5) Given the reactants [CH3:1][N:2]1[CH2:7][CH2:6][CH:5]([NH:8][C:9]([C:11]2[S:29][C:14]3[N:15]=[CH:16][N:17]=[C:18]([NH:19]CC4C=CC(OC)=CC=4)[C:13]=3[CH:12]=2)=[O:10])[CH2:4][CH2:3]1, predict the reaction product. The product is: [CH3:1][N:2]1[CH2:7][CH2:6][CH:5]([NH:8][C:9]([C:11]2[S:29][C:14]3[N:15]=[CH:16][N:17]=[C:18]([NH2:19])[C:13]=3[CH:12]=2)=[O:10])[CH2:4][CH2:3]1.